From a dataset of Forward reaction prediction with 1.9M reactions from USPTO patents (1976-2016). Predict the product of the given reaction. (1) Given the reactants [NH2:1][C@@H:2]([CH2:7][CH2:8][CH2:9][CH2:10][CH3:11])[CH2:3][C:4]([OH:6])=[O:5].[OH-].[Na+].[CH3:14][C:15]([O:18][C:19](O[C:19]([O:18][C:15]([CH3:17])([CH3:16])[CH3:14])=[O:20])=[O:20])([CH3:17])[CH3:16], predict the reaction product. The product is: [C:19]([NH:1][C@@H:2]([CH2:7][CH2:8][CH2:9][CH2:10][CH3:11])[CH2:3][C:4]([OH:6])=[O:5])([O:18][C:15]([CH3:17])([CH3:16])[CH3:14])=[O:20]. (2) Given the reactants [CH3:1][CH2:2][CH2:3][CH2:4][CH2:5][CH2:6][CH2:7][CH2:8][CH2:9][CH2:10][CH2:11][CH:12]([O-:24])[CH2:13][CH2:14][CH2:15][CH2:16][CH2:17][CH2:18][CH2:19][CH2:20][CH2:21][CH2:22][CH3:23].[Na+].[CH2:26](Cl)[CH2:27][CH2:28][CH3:29], predict the reaction product. The product is: [CH2:26]([O:24][CH:12]([CH2:11][CH2:10][CH2:9][CH2:8][CH2:7][CH2:6][CH2:5][CH2:4][CH2:3][CH2:2][CH3:1])[CH2:13][CH2:14][CH2:15][CH2:16][CH2:17][CH2:18][CH2:19][CH2:20][CH2:21][CH2:22][CH3:23])[CH2:27][CH2:28][CH3:29]. (3) Given the reactants [NH:1]1[C:9]2[C:4](=[CH:5][CH:6]=[CH:7][CH:8]=2)[CH2:3][C:2]1=[O:10].[CH2:11]([Li])[CH2:12]CC.CN(C)CCN(C)C.ICC.[NH4+].[Cl-], predict the reaction product. The product is: [CH2:11]([C:3]1[C:2](=[O:10])[N:1]=[C:9]2[C:4]=1[CH:5]=[CH:6][CH:7]=[CH:8]2)[CH3:12]. (4) The product is: [F:17][C:2]([F:1])([F:16])[C:3]([NH:5][C@H:6]([CH3:15])[CH2:7][C:8]1[CH:13]=[CH:12][C:11]([S:14][C:19]2[CH:26]=[CH:25][C:22]([CH:23]=[O:24])=[CH:21][CH:20]=2)=[CH:10][CH:9]=1)=[O:4]. Given the reactants [F:1][C:2]([F:17])([F:16])[C:3]([NH:5][C@H:6]([CH3:15])[CH2:7][C:8]1[CH:13]=[CH:12][C:11]([SH:14])=[CH:10][CH:9]=1)=[O:4].F[C:19]1[CH:26]=[CH:25][C:22]([CH:23]=[O:24])=[CH:21][CH:20]=1.C(=O)([O-])[O-].[K+].[K+].O, predict the reaction product. (5) Given the reactants [N:1]1([CH2:4][C@:5]23[CH2:43][CH2:42][C@@H:41]([C:44]([CH3:46])=[CH2:45])[C@@H:6]2[C@@H:7]2[C@@:20]([CH3:23])([CH2:21][CH2:22]3)[C@@:19]3([CH3:24])[C@@H:10]([C@:11]4([CH3:40])[C@@H:16]([CH2:17][CH2:18]3)[C:15]([CH3:26])([CH3:25])[C:14]([C:27]3[CH:39]=[CH:38][C:30]([C:31]([O:33]C(C)(C)C)=[O:32])=[CH:29][CH:28]=3)=[CH:13][CH2:12]4)[CH2:9][CH2:8]2)[CH2:3][CH2:2]1.C[C@]12[C@@]3(C)[C@@H]([C@]4(C)[C@@H](CC3)C(C)(C)C(C3C=CC(C(O)=O)=CC=3)=CC4)CC[C@@H]1[C@H]1[C@H](C(C)=C)CC[C@]1(CNCCN1CCN(S(C)(=O)=O)CC1)CC2.[NH:99]1[CH2:104][CH2:103][CH:102]([CH2:105][OH:106])[CH2:101][CH2:100]1, predict the reaction product. The product is: [OH:106][CH2:105][CH:102]1[CH2:103][CH2:104][N:99]([CH2:3][CH2:2][NH:1][CH2:4][C@:5]23[CH2:43][CH2:42][C@@H:41]([C:44]([CH3:46])=[CH2:45])[C@@H:6]2[C@@H:7]2[C@@:20]([CH3:23])([CH2:21][CH2:22]3)[C@@:19]3([CH3:24])[C@@H:10]([C@:11]4([CH3:40])[C@@H:16]([CH2:17][CH2:18]3)[C:15]([CH3:25])([CH3:26])[C:14]([C:27]3[CH:28]=[CH:29][C:30]([C:31]([OH:33])=[O:32])=[CH:38][CH:39]=3)=[CH:13][CH2:12]4)[CH2:9][CH2:8]2)[CH2:100][CH2:101]1.